Predict the reaction yield, written as a fraction of the theoretical maximum amount of product (1.0 means a 100% yield; for example, 0.34 means a 34% yield). From a dataset of Reaction yield outcomes from USPTO patents with 853,638 reactions. The reactants are [C:1]([C:3]1[CH:4]=[C:5]([CH:10]=[CH:11][C:12]=1[OH:13])[C:6]([O:8][CH3:9])=[O:7])#[N:2].Br[CH:15]([CH3:17])[CH3:16].C(=O)([O-])[O-].[K+].[K+]. The catalyst is CN(C=O)C. The product is [C:1]([C:3]1[CH:4]=[C:5]([CH:10]=[CH:11][C:12]=1[O:13][CH:15]([CH3:17])[CH3:16])[C:6]([O:8][CH3:9])=[O:7])#[N:2]. The yield is 0.990.